Task: Regression. Given a peptide amino acid sequence and an MHC pseudo amino acid sequence, predict their binding affinity value. This is MHC class II binding data.. Dataset: Peptide-MHC class II binding affinity with 134,281 pairs from IEDB The peptide sequence is EKFYFAATQFEPLAA. The MHC is DRB1_1001 with pseudo-sequence DRB1_1001. The binding affinity (normalized) is 0.673.